The task is: Predict the reaction yield, written as a fraction of the theoretical maximum amount of product (1.0 means a 100% yield; for example, 0.34 means a 34% yield).. This data is from Reaction yield outcomes from USPTO patents with 853,638 reactions. (1) The reactants are [C:1]12([C:11]3[CH:12]=[C:13]([C:19]4[CH:20]=[C:21]5[C:26](=[CH:27][CH:28]=4)[CH:25]=[C:24]([CH:29]4[S:33][C:32](=[O:34])[NH:31][C:30]4=[O:35])[CH:23]=[CH:22]5)[CH:14]=[CH:15][C:16]=3[O:17]C)[CH2:10][CH:5]3[CH2:6][CH:7]([CH2:9][CH:3]([CH2:4]3)[CH2:2]1)[CH2:8]2. The catalyst is C(Cl)Cl. The product is [C:1]12([C:11]3[CH:12]=[C:13]([C:19]4[CH:20]=[C:21]5[C:26](=[CH:27][CH:28]=4)[CH:25]=[C:24]([CH:29]4[S:33][C:32](=[O:34])[NH:31][C:30]4=[O:35])[CH:23]=[CH:22]5)[CH:14]=[CH:15][C:16]=3[OH:17])[CH2:10][CH:5]3[CH2:4][CH:3]([CH2:9][CH:7]([CH2:6]3)[CH2:8]1)[CH2:2]2. The yield is 0.720. (2) The reactants are O[CH:2]1[CH:5]([C:6]2[CH:11]=[CH:10][CH:9]=[CH:8][C:7]=2[Cl:12])[N:4]([C:13]2[CH:18]=[CH:17][C:16]([O:19][CH3:20])=[CH:15][CH:14]=2)[C:3]1=[O:21].[H-].[Na+].[C:24](Cl)(=[O:27])[CH:25]=[CH2:26]. The catalyst is C(Cl)Cl. The product is [C:24]([CH:2]1[CH:5]([C:6]2[CH:11]=[CH:10][CH:9]=[CH:8][C:7]=2[Cl:12])[N:4]([C:13]2[CH:18]=[CH:17][C:16]([O:19][CH3:20])=[CH:15][CH:14]=2)[C:3]1=[O:21])(=[O:27])[CH:25]=[CH2:26]. The yield is 0.720. (3) The reactants are C([O-])([O-])=O.[Cs+].[Cs+].[Cl:7][C:8]1[C:23]([F:24])=[CH:22][C:11]([C:12]([NH:14][C:15]2[CH:20]=[CH:19][NH:18][C:17](=[O:21])[CH:16]=2)=[O:13])=[C:10](F)[CH:9]=1.[Cl:26][C:27]1[CH:32]=[C:31]([F:33])[CH:30]=[CH:29][C:28]=1[OH:34]. The catalyst is CN(C=O)C. The product is [Cl:7][C:8]1[C:23]([F:24])=[CH:22][C:11]([C:12]([NH:14][C:15]2[CH:20]=[CH:19][NH:18][C:17](=[O:21])[CH:16]=2)=[O:13])=[C:10]([O:34][C:28]2[CH:29]=[CH:30][C:31]([F:33])=[CH:32][C:27]=2[Cl:26])[CH:9]=1. The yield is 0.270. (4) The reactants are [F:1][C:2]1[CH:3]=[C:4]([CH:31]=[CH:32][C:33]=1[NH:34][C:35]([C:37]1([C:40](=[O:49])[NH:41][C:42]2[CH:47]=[CH:46][C:45]([F:48])=[CH:44][CH:43]=2)[CH2:39][CH2:38]1)=[O:36])[O:5][C:6]1[CH:11]=[CH:10][N:9]=[C:8]([N:12](C(OC2C=CC=CC=2)=O)[C:13](=O)[O:14]C2C=CC=CC=2)[CH:7]=1.Cl.Cl.[N:52]1([CH2:56][CH:57]2[CH2:62][CH2:61][NH:60][CH2:59][CH2:58]2)[CH2:55][CH2:54][CH2:53]1. The catalyst is CN(C)C=O. The product is [N:52]1([CH2:56][CH:57]2[CH2:62][CH2:61][N:60]([C:13]([NH:12][C:8]3[CH:7]=[C:6]([O:5][C:4]4[CH:31]=[CH:32][C:33]([NH:34][C:35]([C:37]5([C:40]([NH:41][C:42]6[CH:43]=[CH:44][C:45]([F:48])=[CH:46][CH:47]=6)=[O:49])[CH2:39][CH2:38]5)=[O:36])=[C:2]([F:1])[CH:3]=4)[CH:11]=[CH:10][N:9]=3)=[O:14])[CH2:59][CH2:58]2)[CH2:55][CH2:54][CH2:53]1. The yield is 0.483. (5) The reactants are [CH:1]1([CH2:6][N:7]([CH2:29][CH3:30])[C:8]2[C:9]([CH2:16][NH:17][C:18]3[N:23]=[CH:22][C:21]([O:24][CH2:25][CH2:26][S:27][CH3:28])=[CH:20][N:19]=3)=[N:10][C:11]([O:14][CH3:15])=[CH:12][CH:13]=2)[CH2:5][CH2:4][CH2:3][CH2:2]1.[H-].[Na+].Br[CH:34]([C:36]1[CH:41]=[C:40]([C:42]([F:45])([F:44])[F:43])[CH:39]=[C:38]([C:46]([F:49])([F:48])[F:47])[CH:37]=1)[CH3:35].O. The catalyst is CN(C)C=O. The product is [F:43][C:42]([F:44])([F:45])[C:40]1[CH:41]=[C:36]([CH:34]([N:17]([CH2:16][C:9]2[C:8]([N:7]([CH2:6][CH:1]3[CH2:5][CH2:4][CH2:3][CH2:2]3)[CH2:29][CH3:30])=[CH:13][CH:12]=[C:11]([O:14][CH3:15])[N:10]=2)[C:18]2[N:23]=[CH:22][C:21]([O:24][CH2:25][CH2:26][S:27][CH3:28])=[CH:20][N:19]=2)[CH3:35])[CH:37]=[C:38]([C:46]([F:47])([F:48])[F:49])[CH:39]=1. The yield is 0.340. (6) The reactants are F[C:2]1[CH:9]=[C:8]([C:10]([F:13])([F:12])[F:11])[CH:7]=[CH:6][C:3]=1[CH:4]=[O:5].[CH3:14][O-:15].[Na+]. No catalyst specified. The product is [CH3:14][O:15][C:2]1[CH:9]=[C:8]([C:10]([F:13])([F:12])[F:11])[CH:7]=[CH:6][C:3]=1[CH:4]=[O:5]. The yield is 0.850.